Task: Regression/Classification. Given a drug SMILES string, predict its absorption, distribution, metabolism, or excretion properties. Task type varies by dataset: regression for continuous measurements (e.g., permeability, clearance, half-life) or binary classification for categorical outcomes (e.g., BBB penetration, CYP inhibition). For this dataset (lipophilicity_astrazeneca), we predict Y.. Dataset: Experimental lipophilicity measurements (octanol/water distribution) for 4,200 compounds from AstraZeneca (1) The molecule is CCCSc1nc2ccc(NC(=O)CCC(=O)O)cc2s1. The Y is 0.500 logD. (2) The molecule is COc1ccc(-c2cc3c(N[C@H]4CCCNC4)ncc(C(N)=O)c3s2)cc1. The Y is 1.82 logD. (3) The molecule is CCCCSc1nc(N)c2ncn(Cc3c(F)ccc(C)c3F)c2n1. The Y is 3.00 logD. (4) The drug is CCCCNc1nc(SCCC)nc2c1nnn2[C@@H]1C[C@H](CO)[C@@H](O)[C@H]1O. The Y is 3.07 logD. (5) The drug is O=c1[nH]c2ccccc2n1CCCN1CCC(n2c(=O)[nH]c3cc(Cl)ccc32)CC1. The Y is 3.45 logD.